From a dataset of Reaction yield outcomes from USPTO patents with 853,638 reactions. Predict the reaction yield, written as a fraction of the theoretical maximum amount of product (1.0 means a 100% yield; for example, 0.34 means a 34% yield). (1) The reactants are [CH3:1][O:2][C:3]1[CH:8]=[CH:7][C:6]([N+:9]([O-:11])=[O:10])=[CH:5][C:4]=1[N:12]([CH3:17])[C:13](=O)[CH2:14][CH3:15].B.CSC. The catalyst is C1COCC1. The product is [CH3:1][O:2][C:3]1[CH:8]=[CH:7][C:6]([N+:9]([O-:11])=[O:10])=[CH:5][C:4]=1[N:12]([CH3:17])[CH2:13][CH2:14][CH3:15]. The yield is 0.960. (2) The reactants are [S:1]1[C:5]2[CH:6]=[CH:7][CH:8]=[CH:9][C:4]=2[C:3]([CH2:10]O)=[CH:2]1.P(Br)(Br)[Br:13]. The catalyst is CCOCC. The product is [Br:13][CH2:10][C:3]1[C:4]2[CH:9]=[CH:8][CH:7]=[CH:6][C:5]=2[S:1][CH:2]=1. The yield is 0.730. (3) The reactants are [CH2:1]([O:8][N:9]([CH2:12][CH:13]1[CH:17]([CH2:18][CH2:19][CH2:20][CH3:21])[CH2:16][NH:15][C:14]1=[O:22])[CH:10]=[O:11])[C:2]1[CH:7]=[CH:6][CH:5]=[CH:4][CH:3]=1.C[Si]([N-][Si](C)(C)C)(C)C.[Li+].[C:33](Cl)(=[O:40])[C:34]1[CH:39]=[CH:38][CH:37]=[CH:36][CH:35]=1. The catalyst is C1COCC1. The product is [CH2:1]([O:8][N:9]([CH2:12][CH:13]1[CH:17]([CH2:18][CH2:19][CH2:20][CH3:21])[CH2:16][N:15]([C:33]([C:34]2[CH:39]=[CH:38][CH:37]=[CH:36][CH:35]=2)=[O:40])[C:14]1=[O:22])[CH:10]=[O:11])[C:2]1[CH:7]=[CH:6][CH:5]=[CH:4][CH:3]=1. The yield is 0.500. (4) The reactants are [F:1][C:2]1[CH:7]=[CH:6][C:5]([N:8]2[C:13](=[O:14])[C:12]([CH2:15]Br)=[C:11]([C:17]3[CH:22]=[CH:21][C:20]([S:23]([CH3:26])(=[O:25])=[O:24])=[CH:19][CH:18]=3)[CH:10]=[N:9]2)=[CH:4][CH:3]=1.[F:27][C:28]1[CH:33]=[CH:32][C:31]([OH:34])=[CH:30][CH:29]=1.C([O-])([O-])=O.[K+].[K+]. The catalyst is CC(C)=O. The product is [F:1][C:2]1[CH:7]=[CH:6][C:5]([N:8]2[C:13](=[O:14])[C:12]([CH2:15][O:34][C:31]3[CH:32]=[CH:33][C:28]([F:27])=[CH:29][CH:30]=3)=[C:11]([C:17]3[CH:22]=[CH:21][C:20]([S:23]([CH3:26])(=[O:25])=[O:24])=[CH:19][CH:18]=3)[CH:10]=[N:9]2)=[CH:4][CH:3]=1. The yield is 0.720. (5) The reactants are [NH:1]([C:8]1[N:17]=[C:16]([OH:18])[C:15]2[CH2:14][CH2:13][C@H:12]3[C@H:19]([CH3:27])[C:20]4([CH2:25][CH2:26][C@:11]3([C:28]3[CH:33]=[CH:32][CH:31]=[CH:30][CH:29]=3)[C:10]=2[N:9]=1)OCC[O:21]4)[C:2]1[CH:7]=[CH:6][CH:5]=[CH:4][CH:3]=1.Cl.C(=O)(O)[O-].[Na+]. The catalyst is O1CCCC1.O. The product is [NH:1]([C:8]1[N:17]=[C:16]([OH:18])[C:15]2[CH2:14][CH2:13][C@H:12]3[C@H:19]([CH3:27])[C:20](=[O:21])[CH2:25][CH2:26][C@:11]3([C:28]3[CH:29]=[CH:30][CH:31]=[CH:32][CH:33]=3)[C:10]=2[N:9]=1)[C:2]1[CH:7]=[CH:6][CH:5]=[CH:4][CH:3]=1. The yield is 0.660. (6) The reactants are [Si:1]([O:18][C@H:19]([CH3:40])[CH2:20][CH2:21][CH2:22][CH2:23][O:24][C:25]1([CH2:38]I)[CH2:30][CH2:29][N:28]([C:31]([O:33][C:34]([CH3:37])([CH3:36])[CH3:35])=[O:32])[CH2:27][CH2:26]1)([C:14]([CH3:17])([CH3:16])[CH3:15])([C:8]1[CH:13]=[CH:12][CH:11]=[CH:10][CH:9]=1)[C:2]1[CH:7]=[CH:6][CH:5]=[CH:4][CH:3]=1. The catalyst is CO.[Pd]. The product is [Si:1]([O:18][C@H:19]([CH3:40])[CH2:20][CH2:21][CH2:22][CH2:23][O:24][C:25]1([CH3:38])[CH2:30][CH2:29][N:28]([C:31]([O:33][C:34]([CH3:37])([CH3:36])[CH3:35])=[O:32])[CH2:27][CH2:26]1)([C:14]([CH3:16])([CH3:17])[CH3:15])([C:8]1[CH:9]=[CH:10][CH:11]=[CH:12][CH:13]=1)[C:2]1[CH:3]=[CH:4][CH:5]=[CH:6][CH:7]=1. The yield is 0.770. (7) The reactants are C([N:4]1[CH2:13][CH2:12][C:11]2[N:10]([CH3:14])[C:9](=[O:15])[CH:8]=[C:7]([C:16]3[CH:21]=[CH:20][CH:19]=[C:18]([Cl:22])[CH:17]=3)[C:6]=2[CH2:5]1)C=C.CC#N. The catalyst is O. The product is [Cl:22][C:18]1[CH:17]=[C:16]([C:7]2[C:6]3[CH2:5][NH:4][CH2:13][CH2:12][C:11]=3[N:10]([CH3:14])[C:9](=[O:15])[CH:8]=2)[CH:21]=[CH:20][CH:19]=1. The yield is 0.610. (8) The reactants are [OH-].[Na+].[ClH:3].[F:4][C:5]1[CH:6]=[C:7]([CH:31]=[CH:32][CH:33]=1)[O:8][C:9]1[CH:10]=[CH:11][C:12]2[N:16]=[C:15]([CH2:17][O:18][C:19]3[CH:20]=[C:21]([CH:26]=[CH:27][CH:28]=3)[C:22]([O:24]C)=[O:23])[N:14]([CH3:29])[C:13]=2[CH:30]=1.Cl. The catalyst is O1CCOCC1. The product is [ClH:3].[F:4][C:5]1[CH:6]=[C:7]([CH:31]=[CH:32][CH:33]=1)[O:8][C:9]1[CH:10]=[CH:11][C:12]2[N:16]=[C:15]([CH2:17][O:18][C:19]3[CH:20]=[C:21]([CH:26]=[CH:27][CH:28]=3)[C:22]([OH:24])=[O:23])[N:14]([CH3:29])[C:13]=2[CH:30]=1. The yield is 0.690.